Dataset: Catalyst prediction with 721,799 reactions and 888 catalyst types from USPTO. Task: Predict which catalyst facilitates the given reaction. (1) Reactant: Cl.[NH:2]1[CH2:5][CH:4]([OH:6])[CH2:3]1.F[C:8]1[CH:13]=[CH:12][CH:11]=[C:10]([N+:14]([O-:16])=[O:15])[CH:9]=1.C([O-])([O-])=O.[K+].[K+].O. Product: [N+:14]([C:10]1[CH:9]=[C:8]([N:2]2[CH2:5][CH:4]([OH:6])[CH2:3]2)[CH:13]=[CH:12][CH:11]=1)([O-:16])=[O:15]. The catalyst class is: 16. (2) Reactant: [Cl:1][C:2]1[N:3]=[C:4]([Cl:12])[C:5]2[C:10]([I:11])=[CH:9][NH:8][C:6]=2[N:7]=1.[C:13]1([CH3:23])[CH:18]=[CH:17][C:16]([S:19](Cl)(=[O:21])=[O:20])=[CH:15][CH:14]=1.C(N(CC)CC)C.CN(C1C=CC=CN=1)C. Product: [Cl:1][C:2]1[N:3]=[C:4]([Cl:12])[C:5]2[C:10]([I:11])=[CH:9][N:8]([S:19]([C:16]3[CH:17]=[CH:18][C:13]([CH3:23])=[CH:14][CH:15]=3)(=[O:21])=[O:20])[C:6]=2[N:7]=1. The catalyst class is: 2. (3) Reactant: N([O-])=O.[Na+].O.Cl.[CH2:7]([C:14]1[CH:19]=[CH:18][CH:17]=[CH:16][C:15]=1[C:20]1[NH:21][NH:22][C:23]([C:26]2[CH:27]=[C:28]([CH3:32])[CH:29]=[CH:30][CH:31]=2)=[N:24][N:25]=1)[C:8]1[CH:13]=[CH:12][CH:11]=[CH:10][CH:9]=1. Product: [CH2:7]([C:14]1[CH:19]=[CH:18][CH:17]=[CH:16][C:15]=1[C:20]1[N:21]=[N:22][C:23]([C:26]2[CH:27]=[C:28]([CH3:32])[CH:29]=[CH:30][CH:31]=2)=[N:24][N:25]=1)[C:8]1[CH:9]=[CH:10][CH:11]=[CH:12][CH:13]=1. The catalyst class is: 2.